Dataset: Catalyst prediction with 721,799 reactions and 888 catalyst types from USPTO. Task: Predict which catalyst facilitates the given reaction. (1) Reactant: [Li+].C[Si]([N-][Si](C)(C)C)(C)C.C1COCC1.[N+:16]([CH2:18][C:19]([O:21]C)=O)#[C-].[Br:23][C:24]1[CH:29]=[CH:28][CH:27]=[CH:26][C:25]=1[CH2:30]C(Cl)=O. Product: [NH2:16][CH2:18][C:19](=[O:21])[CH2:30][C:25]1[CH:26]=[CH:27][CH:28]=[CH:29][C:24]=1[Br:23]. The catalyst class is: 1. (2) Reactant: C1(S([N:10]2[C:14]3=[N:15][CH:16]=[C:17]([F:19])[CH:18]=[C:13]3[CH:12]=[C:11]2[C:20]([C:27]2[CH:32]=[CH:31][C:30]([C:33]([OH:36])([CH3:35])[CH3:34])=[CH:29][CH:28]=2)=[CH:21][CH:22]2[CH2:26][CH2:25][CH2:24][CH2:23]2)(=O)=O)C=CC=CC=1.[OH-].[Na+].N. Product: [CH:22]1([CH:21]=[C:20]([C:27]2[CH:32]=[CH:31][C:30]([C:33]([OH:36])([CH3:34])[CH3:35])=[CH:29][CH:28]=2)[C:11]2[NH:10][C:14]3=[N:15][CH:16]=[C:17]([F:19])[CH:18]=[C:13]3[CH:12]=2)[CH2:26][CH2:25][CH2:24][CH2:23]1. The catalyst class is: 199. (3) Reactant: [NH2:1][C:2]12[CH2:8][C:5]([C:9]([O:11][CH2:12][CH3:13])=[O:10])([CH2:6][CH2:7]1)[CH2:4][CH2:3]2.C(=O)([O-])[O-].[K+].[K+].Br[CH2:21][C:22]([N:24]1[CH2:28][C@@H:27]([F:29])[CH2:26][C@H:25]1[C:30]#[N:31])=[O:23]. Product: [CH2:12]([O:11][C:9]([C:5]12[CH2:8][C:2]([NH:1][CH2:21][C:22]([N:24]3[CH2:28][C@@H:27]([F:29])[CH2:26][C@H:25]3[C:30]#[N:31])=[O:23])([CH2:3][CH2:4]1)[CH2:7][CH2:6]2)=[O:10])[CH3:13]. The catalyst class is: 9. (4) Reactant: [Cl:1][C:2]1[C:3]([O:12][C:13]2[CH:18]=[C:17]([O:19][CH2:20][CH2:21][O:22][CH3:23])[CH:16]=[CH:15][C:14]=2[CH2:24][CH2:25][CH2:26][NH2:27])=[N:4][CH:5]=[C:6]([C:8]([F:11])([F:10])[F:9])[CH:7]=1.N1C=CC=CC=1.[CH2:34]([S:39](Cl)(=[O:41])=[O:40])[CH2:35][CH2:36][CH2:37][CH3:38].[Cl-].[NH4+]. Product: [Cl:1][C:2]1[C:3]([O:12][C:13]2[CH:18]=[C:17]([O:19][CH2:20][CH2:21][O:22][CH3:23])[CH:16]=[CH:15][C:14]=2[CH2:24][CH2:25][CH2:26][NH:27][S:39]([CH2:34][CH2:35][CH2:36][CH2:37][CH3:38])(=[O:41])=[O:40])=[N:4][CH:5]=[C:6]([C:8]([F:9])([F:11])[F:10])[CH:7]=1. The catalyst class is: 13. (5) Reactant: [CH:1]([C:4]1[CH:5]=[CH:6][C:7]([NH:12][C:13]2[CH:18]=[CH:17][CH:16]=[CH:15][C:14]=2[N+:19]([O-])=O)=[C:8]([CH:11]=1)[C:9]#[N:10])([CH3:3])[CH3:2].[Sn](Cl)[Cl:23]. Product: [ClH:23].[CH:1]([C:4]1[CH:5]=[CH:6][C:7]2[NH:12][C:13]3[CH:18]=[CH:17][CH:16]=[CH:15][C:14]=3[N:19]=[C:9]([NH2:10])[C:8]=2[CH:11]=1)([CH3:3])[CH3:2]. The catalyst class is: 502. (6) Reactant: [H-].[Na+].Cl[CH2:4][CH2:5][S:6](Cl)(=[O:8])=[O:7].[F:10][C:11]1[CH:31]=[CH:30][C:14]([O:15][C:16]2[CH:21]=[CH:20][C:19]([C:22]3[C:23]([NH2:29])=[N:24][CH:25]=[C:26]([CH3:28])[CH:27]=3)=[CH:18][CH:17]=2)=[CH:13][C:12]=1[O:32][CH3:33]. Product: [F:10][C:11]1[CH:31]=[CH:30][C:14]([O:15][C:16]2[CH:17]=[CH:18][C:19]([C:22]3[C:23]4=[N:29][S:6](=[O:8])(=[O:7])[CH2:5][CH2:4][N:24]4[CH:25]=[C:26]([CH3:28])[CH:27]=3)=[CH:20][CH:21]=2)=[CH:13][C:12]=1[O:32][CH3:33]. The catalyst class is: 1. (7) Reactant: [NH:1]1[C:5]2=[N:6][CH:7]=[CH:8][C:9]([O:10][C:11]3[CH:16]=[CH:15][C:14]([OH:17])=[CH:13][CH:12]=3)=[C:4]2[CH:3]=[CH:2]1.[N+:18]([O-])([OH:20])=[O:19]. Product: [N+:18]([C:15]1[CH:16]=[C:11]([O:10][C:9]2[CH:8]=[CH:7][N:6]=[C:5]3[NH:1][CH:2]=[CH:3][C:4]=23)[CH:12]=[CH:13][C:14]=1[OH:17])([O-:20])=[O:19]. The catalyst class is: 52. (8) Reactant: [NH2:1][CH2:2][CH:3]([OH:5])[CH3:4].CCN(C(C)C)C(C)C.[C:15](Cl)(=[O:22])[C:16]1[CH:21]=[CH:20][CH:19]=[CH:18][CH:17]=1. Product: [OH:5][CH:3]([CH3:4])[CH2:2][NH:1][C:15](=[O:22])[C:16]1[CH:21]=[CH:20][CH:19]=[CH:18][CH:17]=1. The catalyst class is: 2. (9) Reactant: [I:1][C:2]1[CH:9]=[CH:8][C:5]([CH2:6][OH:7])=[CH:4][CH:3]=1.[H-].[Na+].[Br:12][C:13]1[CH:20]=[CH:19][C:16]([CH2:17]Br)=[CH:15][CH:14]=1. Product: [Br:12][C:13]1[CH:20]=[CH:19][C:16]([CH2:17][O:7][CH2:6][C:5]2[CH:8]=[CH:9][C:2]([I:1])=[CH:3][CH:4]=2)=[CH:15][CH:14]=1. The catalyst class is: 589.